Dataset: Catalyst prediction with 721,799 reactions and 888 catalyst types from USPTO. Task: Predict which catalyst facilitates the given reaction. (1) Reactant: Br[CH2:2][CH2:3][O:4][CH2:5][CH2:6]Br.C(=O)([O-])[O-].[K+].[K+].[NH2:14][C:15]1[C:16]([O:26][CH3:27])=[CH:17][C:18]([Cl:25])=[C:19]([CH:24]=1)[C:20]([O:22][CH3:23])=[O:21]. Product: [Cl:25][C:18]1[CH:17]=[C:16]([O:26][CH3:27])[C:15]([N:14]2[CH2:6][CH2:5][O:4][CH2:3][CH2:2]2)=[CH:24][C:19]=1[C:20]([O:22][CH3:23])=[O:21]. The catalyst class is: 44. (2) Reactant: [Cl:1][C:2]1[N:7]=[C:6](Cl)[C:5]([N+:9]([O-:11])=[O:10])=[CH:4][N:3]=1.C(N(CC)CC)C.[NH2:19][C@H:20]([C:23]1[CH:28]=[CH:27][C:26]([F:29])=[CH:25][CH:24]=1)[CH2:21][OH:22]. Product: [Cl:1][C:2]1[N:7]=[C:6]([NH:19][C@H:20]([C:23]2[CH:28]=[CH:27][C:26]([F:29])=[CH:25][CH:24]=2)[CH2:21][OH:22])[C:5]([N+:9]([O-:11])=[O:10])=[CH:4][N:3]=1. The catalyst class is: 14. (3) Reactant: [Br:1][C:2]1[CH:3]=[C:4]([N+:12]([O-:14])=[O:13])[C:5]([OH:11])=[C:6]([C:8](=[O:10])[CH3:9])[CH:7]=1.[BH4-].[Na+].CC(C)=O.O. Product: [Br:1][C:2]1[CH:3]=[C:4]([N+:12]([O-:14])=[O:13])[C:5]([OH:11])=[C:6]([CH:8]([OH:10])[CH3:9])[CH:7]=1. The catalyst class is: 5. (4) Reactant: [C:1]([C:5]1[N:10]=[C:9]([N:11]2[CH2:16][CH2:15][N:14]([CH2:17][CH2:18][CH2:19][CH2:20][NH2:21])[CH2:13][CH2:12]2)[CH:8]=[C:7]([C:22]([F:25])([F:24])[F:23])[N:6]=1)([CH3:4])([CH3:3])[CH3:2].C1N=CN([C:31](N2C=NC=C2)=[O:32])C=1.[CH3:38][O:39][C:40]1[CH:45]=[CH:44][C:43]([N:46]2[CH2:51][CH2:50][NH:49][CH2:48][CH2:47]2)=[CH:42][CH:41]=1. Product: [C:1]([C:5]1[N:10]=[C:9]([N:11]2[CH2:16][CH2:15][N:14]([CH2:17][CH2:18][CH2:19][CH2:20][NH:21][C:31]([N:49]3[CH2:50][CH2:51][N:46]([C:43]4[CH:42]=[CH:41][C:40]([O:39][CH3:38])=[CH:45][CH:44]=4)[CH2:47][CH2:48]3)=[O:32])[CH2:13][CH2:12]2)[CH:8]=[C:7]([C:22]([F:24])([F:25])[F:23])[N:6]=1)([CH3:4])([CH3:2])[CH3:3]. The catalyst class is: 147. (5) Reactant: [F:1][C:2]1[C:7]([O:8][CH3:9])=[CH:6][C:5]([O:10][CH3:11])=[C:4]([F:12])[C:3]=1[C:13]#[C:14][C:15]1[CH:16]=[N:17][C:18]([NH:21][C:22]2[CH:27]=[CH:26][C:25]([N:28]3[CH2:33][CH2:32][N:31]([CH3:34])[CH2:30][CH2:29]3)=[C:24]([O:35][CH3:36])[CH:23]=2)=[N:19][CH:20]=1.O1CCCC1. Product: [F:1][C:2]1[C:7]([O:8][CH3:9])=[CH:6][C:5]([O:10][CH3:11])=[C:4]([F:12])[C:3]=1[CH2:13][CH2:14][C:15]1[CH:16]=[N:17][C:18]([NH:21][C:22]2[CH:27]=[CH:26][C:25]([N:28]3[CH2:33][CH2:32][N:31]([CH3:34])[CH2:30][CH2:29]3)=[C:24]([O:35][CH3:36])[CH:23]=2)=[N:19][CH:20]=1. The catalyst class is: 352. (6) Reactant: [CH2:1]([N:8]1[CH:12]=[CH:11][N:10]=[C:9]1[CH:13]=O)[C:2]1[CH:7]=[CH:6][CH:5]=[CH:4][CH:3]=1.[NH2:15][C:16]1[CH:24]=[CH:23][CH:22]=[C:21]2[C:17]=1[CH2:18][O:19][C:20]2=[O:25].S([O-])([O-])(=O)=O.[Mg+2]. Product: [CH2:1]([N:8]1[CH:12]=[CH:11][N:10]=[C:9]1/[CH:13]=[N:15]/[C:16]1[CH:24]=[CH:23][CH:22]=[C:21]2[C:17]=1[CH2:18][O:19][C:20]2=[O:25])[C:2]1[CH:3]=[CH:4][CH:5]=[CH:6][CH:7]=1. The catalyst class is: 10. (7) Reactant: [C:1]([C:4]1[C:9]([F:10])=[CH:8][N:7]=[CH:6][C:5]=1[C:11]1[O:12][C:13]2[CH:19]=[CH:18][C:17]([C:20]#[N:21])=[CH:16][C:14]=2[CH:15]=1)(=[O:3])[CH3:2].[CH3:22][Mg]Br. Product: [F:10][C:9]1[C:4]([C:1]([OH:3])([CH3:22])[CH3:2])=[C:5]([C:11]2[O:12][C:13]3[CH:19]=[CH:18][C:17]([C:20]#[N:21])=[CH:16][C:14]=3[CH:15]=2)[CH:6]=[N:7][CH:8]=1. The catalyst class is: 1. (8) Reactant: [NH2:1][C:2]1[N:6]([C:7]2[CH:12]=[CH:11][C:10]([F:13])=[CH:9][CH:8]=2)[N:5]=[CH:4][C:3]=1[C:14]([NH:16][CH2:17][C:18]1([C:21]([F:24])([F:23])[F:22])[CH2:20][O:19]1)=[O:15].Cl.[F:26][CH2:27][CH2:28][NH2:29].C(N(CC)CC)C. Product: [NH2:1][C:2]1[N:6]([C:7]2[CH:12]=[CH:11][C:10]([F:13])=[CH:9][CH:8]=2)[N:5]=[CH:4][C:3]=1[C:14]([NH:16][CH2:17][C:18]([CH2:20][NH:29][CH2:28][CH2:27][F:26])([OH:19])[C:21]([F:23])([F:22])[F:24])=[O:15]. The catalyst class is: 10. (9) Reactant: C[Si](C)(C)[N-][Si](C)(C)C.[Li+].[C:11]1([C:17]2([CH:27]=O)[CH2:26][CH2:25][C:20]3([O:24][CH2:23][CH2:22][O:21]3)[CH2:19][CH2:18]2)[CH:16]=[CH:15][CH:14]=[CH:13][CH:12]=1.[F:29][C:30]([F:56])([F:55])[C:31]1[CH:32]=[C:33]([CH2:41][CH2:42]S(C2SC3C=CC=CC=3N=2)(=O)=O)[CH:34]=[C:35]([C:37]([F:40])([F:39])[F:38])[CH:36]=1.[Cl-].[NH4+]. Product: [C:11]1([C:17]2(/[CH:27]=[CH:42]/[CH2:41][C:33]3[CH:34]=[C:35]([C:37]([F:38])([F:40])[F:39])[CH:36]=[C:31]([C:30]([F:29])([F:55])[F:56])[CH:32]=3)[CH2:18][CH2:19][C:20]3([O:24][CH2:23][CH2:22][O:21]3)[CH2:25][CH2:26]2)[CH:16]=[CH:15][CH:14]=[CH:13][CH:12]=1. The catalyst class is: 30.